From a dataset of Catalyst prediction with 721,799 reactions and 888 catalyst types from USPTO. Predict which catalyst facilitates the given reaction. (1) Reactant: [F:1][C:2]1[CH:24]=[CH:23][CH:22]=[C:21]([N:25]2[N:29]=[CH:28][CH:27]=[N:26]2)[C:3]=1[C:4]([N:6]1[C@H:13]2[C@H:8]([CH2:9][CH2:10][N:11](C(OC(C)(C)C)=O)[CH2:12]2)[CH2:7]1)=[O:5].C(O)(C(F)(F)F)=O. Product: [C@H:13]12[N:6]([C:4]([C:3]3[C:21]([N:25]4[N:26]=[CH:27][CH:28]=[N:29]4)=[CH:22][CH:23]=[CH:24][C:2]=3[F:1])=[O:5])[CH2:7][C@H:8]1[CH2:9][CH2:10][NH:11][CH2:12]2. The catalyst class is: 2. (2) Reactant: Cl.Cl.[NH2:3][C@@H:4]1[CH2:6][C@H:5]1[C:7]1[CH:8]=[C:9]([C:13]([NH:15][C:16]2[CH:17]=[N:18][N:19]([CH3:21])[CH:20]=2)=[O:14])[S:10][C:11]=1[CH3:12].C(N(CC)CC)C.COC(OC)OC.[C:36]1(=O)[CH2:39][CH2:38][CH2:37]1.[BH4-].[Na+].[Cl-].[NH4+]. The catalyst class is: 5. Product: [CH:36]1([NH:3][C@@H:4]2[CH2:6][C@H:5]2[C:7]2[CH:8]=[C:9]([C:13]([NH:15][C:16]3[CH:17]=[N:18][N:19]([CH3:21])[CH:20]=3)=[O:14])[S:10][C:11]=2[CH3:12])[CH2:39][CH2:38][CH2:37]1. (3) Reactant: [CH3:1][C:2]([C:7]1[CH:12]=[CH:11][C:10]([N+:13]([O-])=O)=[CH:9][CH:8]=1)([CH3:6])[CH2:3][CH:4]=O.[NH:16]1[CH2:21][CH2:20][O:19][CH2:18][CH2:17]1.[BH-](OC(C)=O)(OC(C)=O)OC(C)=O.[Na+].CC(O)=O. Product: [CH3:1][C:2]([C:7]1[CH:12]=[CH:11][C:10]([NH2:13])=[CH:9][CH:8]=1)([CH3:6])[CH2:3][CH2:4][N:16]1[CH2:21][CH2:20][O:19][CH2:18][CH2:17]1. The catalyst class is: 324. (4) Product: [CH3:7][C:8]1([CH3:17])[CH2:11][CH2:12][CH2:13][CH:14]([C:15]#[N:16])[C:9]1=[O:5]. Reactant: CC([O-:5])(C)C.[K+].[CH3:7][C:8]([CH3:17])([CH2:11][CH2:12][CH2:13][CH2:14][C:15]#[N:16])[C:9]#N. The catalyst class is: 11. (5) Product: [Br:60][C:56]1[CH:55]=[C:54]([N:70]2[CH2:71][CH2:72][CH:68]([O:67][CH:62]3[CH2:63][CH2:64][CH2:65][CH2:66][O:61]3)[CH2:69]2)[CH:59]=[CH:58][CH:57]=1. Reactant: C1C=CC(P(C2C(C3C(P(C4C=CC=CC=4)C4C=CC=CC=4)=CC=C4C=3C=CC=C4)=C3C(C=CC=C3)=CC=2)C2C=CC=CC=2)=CC=1.C(=O)([O-])[O-].[Cs+].[Cs+].Br[C:54]1[CH:59]=[CH:58][CH:57]=[C:56]([Br:60])[CH:55]=1.[O:61]1[CH2:66][CH2:65][CH2:64][CH2:63][CH:62]1[O:67][CH:68]1[CH2:72][CH2:71][NH:70][CH2:69]1. The catalyst class is: 164. (6) Reactant: Cl[C:2]1[N:7]=[C:6]([NH:8][C:9]2[CH:13]=[C:12]([CH:14]3[CH2:16][CH2:15]3)[NH:11][N:10]=2)[CH:5]=[CH:4][N:3]=1.[CH3:17][N:18]1[C:26]2[C:21](=[CH:22][C:23]([CH2:27][NH2:28])=[CH:24][CH:25]=2)[CH:20]=[CH:19]1.CCN(C(C)C)C(C)C. Product: [CH:14]1([C:12]2[NH:11][N:10]=[C:9]([NH:8][C:6]3[CH:5]=[CH:4][N:3]=[C:2]([NH:28][CH2:27][C:23]4[CH:22]=[C:21]5[C:26](=[CH:25][CH:24]=4)[N:18]([CH3:17])[CH:19]=[CH:20]5)[N:7]=3)[CH:13]=2)[CH2:16][CH2:15]1. The catalyst class is: 41.